Predict the product of the given reaction. From a dataset of Forward reaction prediction with 1.9M reactions from USPTO patents (1976-2016). (1) Given the reactants [Br:1][C:2]1[C:3](=[O:14])[NH:4][CH:5]=[C:6]([C:8]2[CH:13]=[CH:12][CH:11]=[CH:10][N:9]=2)[CH:7]=1.[C:15]1(B(O)O)[CH:20]=[CH:19][CH:18]=[CH:17][CH:16]=1.N1C=CC=CC=1, predict the reaction product. The product is: [Br:1][C:2]1[C:3](=[O:14])[N:4]([C:15]2[CH:20]=[CH:19][CH:18]=[CH:17][CH:16]=2)[CH:5]=[C:6]([C:8]2[CH:13]=[CH:12][CH:11]=[CH:10][N:9]=2)[CH:7]=1. (2) Given the reactants [Cl:1][C:2]1[CH:3]=[C:4]([NH:9][C:10]2[C:19]3[C:14](=[CH:15][CH:16]=[CH:17][C:18]=3[O:20][CH2:21][C@H:22]3[CH2:27][CH2:26][CH2:25][N:24]([C:28]([O:30][C:31]([CH3:34])([CH3:33])[CH3:32])=[O:29])[CH2:23]3)[N:13]=[CH:12][N:11]=2)[CH:5]=[CH:6][C:7]=1[OH:8].Cl.Cl[CH2:37][C:38]1[N:39]=[CH:40][S:41][CH:42]=1, predict the reaction product. The product is: [Cl:1][C:2]1[CH:3]=[C:4]([NH:9][C:10]2[C:19]3[C:14](=[CH:15][CH:16]=[CH:17][C:18]=3[O:20][CH2:21][C@H:22]3[CH2:27][CH2:26][CH2:25][N:24]([C:28]([O:30][C:31]([CH3:34])([CH3:33])[CH3:32])=[O:29])[CH2:23]3)[N:13]=[CH:12][N:11]=2)[CH:5]=[CH:6][C:7]=1[O:8][CH2:37][C:38]1[N:39]=[CH:40][S:41][CH:42]=1.